Dataset: Full USPTO retrosynthesis dataset with 1.9M reactions from patents (1976-2016). Task: Predict the reactants needed to synthesize the given product. (1) Given the product [NH2:1][C:2]1[C:7]([Br:9])=[CH:6][C:5]([CH3:8])=[CH:4][N:3]=1, predict the reactants needed to synthesize it. The reactants are: [NH2:1][C:2]1[CH:7]=[CH:6][C:5]([CH3:8])=[CH:4][N:3]=1.[Br:9]Br.[OH-].[Na+]. (2) Given the product [CH3:1][O:2][C:3](=[O:15])[C:4]1[CH:9]=[CH:8][C:7]([O:10][CH2:11][CH2:12][OH:19])=[C:6]([Cl:14])[CH:5]=1, predict the reactants needed to synthesize it. The reactants are: [CH3:1][O:2][C:3](=[O:15])[C:4]1[CH:9]=[CH:8][C:7]([O:10][CH2:11][CH:12]=C)=[C:6]([Cl:14])[CH:5]=1.[BH4-].[Na+].C[OH:19].C(Cl)Cl. (3) Given the product [CH2:1]([N:8]1[CH2:13][CH2:12][N:11]([CH2:14][CH2:15][C:16]2[N:17]([C:30]3[CH:35]=[CH:34][CH:33]=[CH:32][CH:31]=3)[N:18]=[C:19]3[C:28]=2[C:27]2[CH:26]=[CH:25][CH:24]=[CH:23][C:22]=2[N:21]=[C:20]3[Cl:29])[CH2:10][CH2:9]1)[C:2]1[CH:3]=[CH:4][CH:5]=[CH:6][CH:7]=1, predict the reactants needed to synthesize it. The reactants are: [CH2:1]([N:8]1[CH2:13][CH2:12][N:11]([C:14](=O)[CH2:15][C:16]2[N:17]([C:30]3[CH:35]=[CH:34][CH:33]=[CH:32][CH:31]=3)[N:18]=[C:19]3[C:28]=2[C:27]2[CH:26]=[CH:25][CH:24]=[CH:23][C:22]=2[N:21]=[C:20]3[Cl:29])[CH2:10][CH2:9]1)[C:2]1[CH:7]=[CH:6][CH:5]=[CH:4][CH:3]=1.[H-].[Al+3].[Li+].[H-].[H-].[H-].O.[OH-].[Na+]. (4) Given the product [C:1]([NH:4][C:5]1[N:10]=[CH:9][C:8]([NH:11][C:12]([N:36]2[CH2:37][CH2:38][N:33]([C:30]3[S:31][CH:32]=[C:28]([C:22]4[CH:23]=[CH:24][C:25]([F:27])=[CH:26][C:21]=4[F:20])[N:29]=3)[CH2:34][CH2:35]2)=[O:19])=[CH:7][CH:6]=1)(=[O:3])[CH3:2], predict the reactants needed to synthesize it. The reactants are: [C:1]([NH:4][C:5]1[N:10]=[CH:9][C:8]([NH:11][C:12](=[O:19])OCC(Cl)(Cl)Cl)=[CH:7][CH:6]=1)(=[O:3])[CH3:2].[F:20][C:21]1[CH:26]=[C:25]([F:27])[CH:24]=[CH:23][C:22]=1[C:28]1[N:29]=[C:30]([N:33]2[CH2:38][CH2:37][NH:36][CH2:35][CH2:34]2)[S:31][CH:32]=1.C(N(C(C)C)CC)(C)C.O. (5) Given the product [CH2:1]([C:3]1[C:12]([NH2:13])=[C:11]2[C:6]([CH:7]=[CH:8][CH:9]=[N:10]2)=[CH:5][CH:4]=1)[CH3:2], predict the reactants needed to synthesize it. The reactants are: [CH2:1]([C:3]1[C:12]([N+:13]([O-])=O)=[C:11]2[C:6]([CH:7]=[CH:8][CH:9]=[N:10]2)=[CH:5][CH:4]=1)[CH3:2].[Sn](Cl)Cl. (6) Given the product [N:23]1([C:36]2[CH:41]=[N:40][C:39]([O:42][CH:43]3[CH2:44][CH2:45][N:46]([C:49]([O:51][C:52]([CH3:55])([CH3:54])[CH3:53])=[O:50])[CH2:47][CH2:48]3)=[N:38][CH:37]=2)[CH2:28][CH2:27][CH2:26][CH2:25][CH2:24]1, predict the reactants needed to synthesize it. The reactants are: C1C=C2C=CC(O)=C(C3C4C(=CC=CC=4)C=CC=3O)C2=CC=1.[NH:23]1[CH2:28][CH2:27][CH2:26][CH2:25][CH2:24]1.CC(C)([O-])C.[Na+].Br[C:36]1[CH:37]=[N:38][C:39]([O:42][CH:43]2[CH2:48][CH2:47][N:46]([C:49]([O:51][C:52]([CH3:55])([CH3:54])[CH3:53])=[O:50])[CH2:45][CH2:44]2)=[N:40][CH:41]=1.